Dataset: Forward reaction prediction with 1.9M reactions from USPTO patents (1976-2016). Task: Predict the product of the given reaction. (1) Given the reactants Br[C:2]1[CH:3]=[C:4]([C:26]([F:29])([F:28])[F:27])[C:5]2[N:6]([CH:8]=[C:9]([CH2:11][C:12]([N:14]3[CH2:18][CH2:17][CH:16]([C:19]4[CH:24]=[CH:23][CH:22]=[C:21]([F:25])[CH:20]=4)[CH2:15]3)=[O:13])[N:10]=2)[CH:7]=1.[O:30]1[CH:34]=[CH:33][C:32](B(O)O)=[CH:31]1, predict the reaction product. The product is: [F:25][C:21]1[CH:20]=[C:19]([CH:16]2[CH2:17][CH2:18][N:14]([C:12](=[O:13])[CH2:11][C:9]3[N:10]=[C:5]4[C:4]([C:26]([F:29])([F:28])[F:27])=[CH:3][C:2]([C:32]5[CH:33]=[CH:34][O:30][CH:31]=5)=[CH:7][N:6]4[CH:8]=3)[CH2:15]2)[CH:24]=[CH:23][CH:22]=1. (2) Given the reactants [C:1]1(B(O)O)[CH:6]=[CH:5][CH:4]=[CH:3][CH:2]=1.[NH2:10][C:11]1[CH:15]=[C:14](Cl)[S:13][C:12]=1[S:17]([NH2:20])(=[O:19])=[O:18], predict the reaction product. The product is: [NH2:10][C:11]1[CH:15]=[C:14]([C:1]2[CH:6]=[CH:5][CH:4]=[CH:3][CH:2]=2)[S:13][C:12]=1[S:17]([NH2:20])(=[O:19])=[O:18].